Dataset: Catalyst prediction with 721,799 reactions and 888 catalyst types from USPTO. Task: Predict which catalyst facilitates the given reaction. (1) Reactant: CCCCCC.Br[C:8]1[CH:13]=[CH:12][C:11]([O:14][CH2:15][CH3:16])=[CH:10][C:9]=1[CH3:17].[CH2:18]([O:25][C@@H:26]1[C@@H:32]([O:33][CH2:34][C:35]2[CH:40]=[CH:39][CH:38]=[CH:37][CH:36]=2)[C@H:31]([O:41][CH2:42][C:43]2[CH:48]=[CH:47][CH:46]=[CH:45][CH:44]=2)[C@@H:30]([CH2:49][O:50][CH2:51][C:52]2[CH:57]=[CH:56][CH:55]=[CH:54][CH:53]=2)[S:29][C:27]1([C:58]1[CH:63]=[CH:62][C:61]([Cl:64])=[C:60]([CH:65]=[O:66])[CH:59]=1)[OH:28])[C:19]1[CH:24]=[CH:23][CH:22]=[CH:21][CH:20]=1.[Cl-].[NH4+]. Product: [CH2:18]([O:25][C@@H:26]1[C@@H:32]([O:33][CH2:34][C:35]2[CH:36]=[CH:37][CH:38]=[CH:39][CH:40]=2)[C@H:31]([O:41][CH2:42][C:43]2[CH:48]=[CH:47][CH:46]=[CH:45][CH:44]=2)[C@@H:30]([CH2:49][O:50][CH2:51][C:52]2[CH:53]=[CH:54][CH:55]=[CH:56][CH:57]=2)[S:29][C:27]1([C:58]1[CH:63]=[CH:62][C:61]([Cl:64])=[C:60]([CH:65]([C:8]2[CH:13]=[CH:12][C:11]([O:14][CH2:15][CH3:16])=[CH:10][C:9]=2[CH3:17])[OH:66])[CH:59]=1)[OH:28])[C:19]1[CH:20]=[CH:21][CH:22]=[CH:23][CH:24]=1. The catalyst class is: 7. (2) Reactant: [H-].[Na+].[CH3:3][O:4][C:5]([CH2:7]P(OC)(OC)=O)=[O:6].[CH3:14][S:15][C:16]1[N:21]=[C:20]([NH:22][CH2:23][C:24]2[CH:29]=[CH:28][C:27]([O:30][CH3:31])=[C:26]([Cl:32])[CH:25]=2)[C:19]([CH:33]=O)=[CH:18][N:17]=1.OC[C@@H]1CCCN1C1N=C(NCC2C=CC(OC)=C(Cl)C=2)C(C=O)=CN=1. Product: [CH3:14][S:15][C:16]1[N:21]=[C:20]([NH:22][CH2:23][C:24]2[CH:29]=[CH:28][C:27]([O:30][CH3:31])=[C:26]([Cl:32])[CH:25]=2)[C:19]([CH:33]=[CH:7][C:5]([O:4][CH3:3])=[O:6])=[CH:18][N:17]=1. The catalyst class is: 253. (3) Reactant: [Cl:1][C:2]1[CH:21]=[CH:20][C:19]([CH2:22][NH:23][CH2:24][CH2:25][OH:26])=[CH:18][C:3]=1[C:4]([NH:6][CH2:7][C:8]12[CH2:17][CH:12]3[CH2:13][CH:14]([CH2:16][CH:10]([CH2:11]3)[CH2:9]1)[CH2:15]2)=[O:5].[CH:27]([C:29]1([NH:32][C:33](=[O:39])[O:34][C:35]([CH3:38])([CH3:37])[CH3:36])[CH2:31][CH2:30]1)=O.C(O[BH-](OC(=O)C)OC(=O)C)(=O)C.[Na+].C(=O)([O-])O.[Na+]. Product: [Cl:1][C:2]1[CH:21]=[CH:20][C:19]([CH2:22][N:23]([CH2:27][C:29]2([NH:32][C:33](=[O:39])[O:34][C:35]([CH3:38])([CH3:37])[CH3:36])[CH2:30][CH2:31]2)[CH2:24][CH2:25][OH:26])=[CH:18][C:3]=1[C:4]([NH:6][CH2:7][C:8]12[CH2:15][CH:14]3[CH2:13][CH:12]([CH2:11][CH:10]([CH2:16]3)[CH2:9]1)[CH2:17]2)=[O:5]. The catalyst class is: 4. (4) Reactant: C(OC([NH:8][CH2:9][C:10]1[CH:11]=[C:12]([CH:24]=[CH:25][CH:26]=1)[O:13][C:14]1[CH:23]=[CH:22][C:17]([C:18]([O:20][CH3:21])=[O:19])=[CH:16][CH:15]=1)=O)(C)(C)C.[ClH:27]. Product: [ClH:27].[NH2:8][CH2:9][C:10]1[CH:11]=[C:12]([CH:24]=[CH:25][CH:26]=1)[O:13][C:14]1[CH:23]=[CH:22][C:17]([C:18]([O:20][CH3:21])=[O:19])=[CH:16][CH:15]=1. The catalyst class is: 12. (5) Reactant: [C:1]([N:8]1[CH2:15][CH:14]([OH:16])[CH2:13][C@H:9]1[C:10]([OH:12])=[O:11])([O:3][C:4]([CH3:7])([CH3:6])[CH3:5])=[O:2].C[C:18](C)([O-:20])C.[K+].[CH:23]1[C:32]2[C:27](=[CH:28][CH:29]=[CH:30][CH:31]=2)[CH:26]=[CH:25][N:24]=1.[C:33](O)(=O)CC(CC(O)=O)(C(O)=O)O. Product: [C:1]([N:8]1[CH2:15][CH:14]([O:16][C:23]2[C:32]3[C:27](=[CH:28][C:29]([O:20][CH3:18])=[CH:30][CH:31]=3)[CH:26]=[C:25]([CH3:33])[N:24]=2)[CH2:13][CH:9]1[C:10]([OH:12])=[O:11])([O:3][C:4]([CH3:7])([CH3:6])[CH3:5])=[O:2]. The catalyst class is: 16. (6) Reactant: [Br:1][C:2]1[CH:11]=[C:10]2[C:5]([CH:6]=[CH:7][C:8](Cl)=[N:9]2)=[N:4][CH:3]=1.[NH:13]1[CH2:18][CH2:17][O:16][CH2:15][CH2:14]1. Product: [Br:1][C:2]1[CH:11]=[C:10]2[C:5]([CH:6]=[CH:7][C:8]([N:13]3[CH2:18][CH2:17][O:16][CH2:15][CH2:14]3)=[N:9]2)=[N:4][CH:3]=1. The catalyst class is: 13. (7) Reactant: Cl.C(N=C=NCCCN(C)C)C.[O:13]=[C:14]1[C:18]([C:25]2[CH:30]=[CH:29][CH:28]=[CH:27][CH:26]=2)([C:19]2[CH:24]=[CH:23][CH:22]=[CH:21][CH:20]=2)[CH2:17][CH2:16][N:15]1[CH2:31][C:32](O)=[O:33].[F:35][C:36]([F:46])([F:45])[C:37]1[N:42]=[CH:41][C:40]([CH2:43][NH2:44])=[CH:39][CH:38]=1. The catalyst class is: 4. Product: [O:13]=[C:14]1[C:18]([C:25]2[CH:30]=[CH:29][CH:28]=[CH:27][CH:26]=2)([C:19]2[CH:20]=[CH:21][CH:22]=[CH:23][CH:24]=2)[CH2:17][CH2:16][N:15]1[CH2:31][C:32]([NH:44][CH2:43][C:40]1[CH:41]=[N:42][C:37]([C:36]([F:46])([F:35])[F:45])=[CH:38][CH:39]=1)=[O:33]. (8) The catalyst class is: 2. Reactant: [F:1][C:2]([F:26])([F:25])[C:3]1[N:8]=[N:7][C:6]([NH:9][CH2:10][C@@H:11]2[CH2:17][C@@H:16]3[C@@H:14]([CH2:15]3)[CH2:13][N:12]2C(OC(C)(C)C)=O)=[CH:5][CH:4]=1.C(O)(C(F)(F)F)=O. Product: [C@@H:14]12[CH2:15][C@@H:16]1[CH2:17][C@@H:11]([CH2:10][NH:9][C:6]1[N:7]=[N:8][C:3]([C:2]([F:26])([F:25])[F:1])=[CH:4][CH:5]=1)[NH:12][CH2:13]2. (9) Reactant: Br[C:2]1[CH:3]=[CH:4][C:5]2[N:9]=[C:8]([CH3:10])[N:7]([C@@H:11]3[CH2:15][CH2:14][N:13]([C:16]([O:18][C:19]([CH3:22])([CH3:21])[CH3:20])=[O:17])[CH2:12]3)[C:6]=2[CH:23]=1.[B:24]1([B:24]2[O:28][C:27]([CH3:30])([CH3:29])[C:26]([CH3:32])([CH3:31])[O:25]2)[O:28][C:27]([CH3:30])([CH3:29])[C:26]([CH3:32])([CH3:31])[O:25]1.C(Cl)Cl.CC([O-])=O.[K+]. Product: [CH3:10][C:8]1[N:7]([C@@H:11]2[CH2:15][CH2:14][N:13]([C:16]([O:18][C:19]([CH3:22])([CH3:21])[CH3:20])=[O:17])[CH2:12]2)[C:6]2[CH:23]=[C:2]([B:24]3[O:28][C:27]([CH3:30])([CH3:29])[C:26]([CH3:32])([CH3:31])[O:25]3)[CH:3]=[CH:4][C:5]=2[N:9]=1. The catalyst class is: 140.